Dataset: Forward reaction prediction with 1.9M reactions from USPTO patents (1976-2016). Task: Predict the product of the given reaction. (1) The product is: [CH3:16][C:17]1[NH:8][C:7]2[C:6]([CH3:9])=[CH:5][C:4]([C:10]3[CH:11]=[CH:12][CH:13]=[CH:14][CH:15]=3)=[CH:3][C:2]=2[N:1]=1. Given the reactants [NH2:1][C:2]1[CH:3]=[C:4]([C:10]2[CH:15]=[CH:14][CH:13]=[CH:12][CH:11]=2)[CH:5]=[C:6]([CH3:9])[C:7]=1[NH2:8].[C:16](OC)(OC)(OC)[CH3:17].N, predict the reaction product. (2) Given the reactants [NH2:1][C@@H:2]([C:5]([OH:7])=[O:6])[CH2:3][OH:4].S(Cl)(Cl)=O.[C:12](=O)([O-])O.[Na+].Cl[C:18]([O:20][CH2:21][C:22]1[CH:27]=[CH:26][CH:25]=[CH:24][CH:23]=1)=[O:19], predict the reaction product. The product is: [CH2:21]([O:20][C:18]([NH:1][C@@H:2]([C:5]([O:7][CH3:12])=[O:6])[CH2:3][OH:4])=[O:19])[C:22]1[CH:27]=[CH:26][CH:25]=[CH:24][CH:23]=1. (3) Given the reactants Cl.[NH2:2][C@H:3]([C:5]([N:7]1[C:13](=[O:14])[CH:12]([CH3:15])[C:11]2[CH:16]=[CH:17][CH:18]=[CH:19][C:10]=2[C:9]2[C:20]([NH2:24])=[CH:21][CH:22]=[CH:23][C:8]1=2)=[O:6])[CH3:4].N1C=CC=CC=1.[F:31][C:32]1[CH:33]=[C:34]([S:38](Cl)(=[O:40])=[O:39])[CH:35]=[CH:36][CH:37]=1, predict the reaction product. The product is: [F:31][C:32]1[CH:33]=[C:34]([S:38]([NH:2][C@H:3]([C:5]([N:7]2[C:13](=[O:14])[CH:12]([CH3:15])[C:11]3[CH:16]=[CH:17][CH:18]=[CH:19][C:10]=3[C:9]3[C:20]([NH2:24])=[CH:21][CH:22]=[CH:23][C:8]2=3)=[O:6])[CH3:4])(=[O:40])=[O:39])[CH:35]=[CH:36][CH:37]=1. (4) Given the reactants [Cl:1][C:2]1[N:7]=[C:6]([Cl:8])[C:5]([OH:9])=[C:4]([Cl:10])[N:3]=1.[C:11]([CH:15]1[CH2:17][O:16]1)([CH3:14])([CH3:13])[CH3:12], predict the reaction product. The product is: [CH3:12][C:11]([CH3:14])([CH3:13])[CH:15]([OH:16])[CH2:17][O:9][C:5]1[C:4]([Cl:10])=[N:3][C:2]([Cl:1])=[N:7][C:6]=1[Cl:8]. (5) Given the reactants [Cl:1][C:2]1[C:7]([F:8])=[CH:6][N:5]=[C:4]2[N:9]([S:13]([C:16]3[CH:21]=[CH:20][CH:19]=[CH:18][CH:17]=3)(=[O:15])=[O:14])[C:10](I)=[CH:11][C:3]=12.CC1(C)C(C)(C)OB([C:30]2[CH2:35][CH2:34][N:33]([C:36]([O:38][C:39]([CH3:42])([CH3:41])[CH3:40])=[O:37])[CH2:32][CH:31]=2)O1.C(=O)(O)[O-].[Na+], predict the reaction product. The product is: [Cl:1][C:2]1[C:7]([F:8])=[CH:6][N:5]=[C:4]2[N:9]([S:13]([C:16]3[CH:21]=[CH:20][CH:19]=[CH:18][CH:17]=3)(=[O:15])=[O:14])[C:10]([C:30]3[CH2:35][CH2:34][N:33]([C:36]([O:38][C:39]([CH3:42])([CH3:41])[CH3:40])=[O:37])[CH2:32][CH:31]=3)=[CH:11][C:3]=12. (6) Given the reactants C(NC(C)C)(C)C.C([Li])CCC.C([N-]C(C)C)(C)C.[Li+].[Cl:21][C:22]1[CH:29]=[C:28]([F:30])[CH:27]=[CH:26][C:23]=1[C:24]#[N:25].[O:31]1CCC[CH2:32]1, predict the reaction product. The product is: [Cl:21][C:22]1[C:29]([CH:32]=[O:31])=[C:28]([F:30])[CH:27]=[CH:26][C:23]=1[C:24]#[N:25]. (7) Given the reactants [NH2:1][C:2]1[CH:7]=[CH:6][CH:5]=[CH:4][N:3]=1.Cl[C:9](OC1C=CC([N+]([O-])=O)=CC=1)=[O:10].C(N(C(C)C)CC)(C)C.[Cl:30][C:31]1[CH:40]=[C:39]2[C:34]([C:35]([N:41]3[CH2:46][CH2:45][NH:44][CH2:43][CH2:42]3)=[CH:36][CH:37]=[N:38]2)=[CH:33][CH:32]=1, predict the reaction product. The product is: [Cl:30][C:31]1[CH:40]=[C:39]2[C:34]([C:35]([N:41]3[CH2:46][CH2:45][N:44]([C:9]([NH:1][C:2]4[CH:7]=[CH:6][CH:5]=[CH:4][N:3]=4)=[O:10])[CH2:43][CH2:42]3)=[CH:36][CH:37]=[N:38]2)=[CH:33][CH:32]=1. (8) Given the reactants [C:1]([N:8]([CH3:29])[CH:9]1[CH2:14][CH2:13][CH:12]([NH:15][CH2:16][C:17]2[CH:18]=[C:19](B(O)O)[CH:20]=[CH:21][C:22]=2[O:23][CH2:24][CH3:25])[CH2:11][CH2:10]1)([O:3][C:4]([CH3:7])([CH3:6])[CH3:5])=[O:2].Br[C:31]1[CH:32]=[C:33]([CH:36]=[CH:37][CH:38]=1)[C:34]#[N:35], predict the reaction product. The product is: [C:4]([O:3][C:1](=[O:2])[N:8]([CH:9]1[CH2:14][CH2:13][CH:12]([NH:15][CH2:16][C:17]2[CH:18]=[C:19]([C:31]3[CH:38]=[CH:37][CH:36]=[C:33]([C:34]#[N:35])[CH:32]=3)[CH:20]=[CH:21][C:22]=2[O:23][CH2:24][CH3:25])[CH2:11][CH2:10]1)[CH3:29])([CH3:7])([CH3:6])[CH3:5]. (9) Given the reactants Cl[C:2]1[N:7]=[CH:6][N:5]=[C:4]([N:8]2[CH2:13][CH2:12][N:11]([C:14]([O:16][C:17]([CH3:20])([CH3:19])[CH3:18])=[O:15])[CH2:10][CH2:9]2)[CH:3]=1.[F:21][C:22]1[C:27]([F:28])=[CH:26][CH:25]=[CH:24][C:23]=1OB(O)O.C(=O)([O-])[O-].[Na+].[Na+].C1(C)C=CC=CC=1, predict the reaction product. The product is: [F:21][C:22]1[C:27]([F:28])=[CH:26][CH:25]=[CH:24][C:23]=1[C:2]1[N:7]=[CH:6][N:5]=[C:4]([N:8]2[CH2:13][CH2:12][N:11]([C:14]([O:16][C:17]([CH3:20])([CH3:19])[CH3:18])=[O:15])[CH2:10][CH2:9]2)[CH:3]=1.